From a dataset of Peptide-MHC class II binding affinity with 134,281 pairs from IEDB. Regression. Given a peptide amino acid sequence and an MHC pseudo amino acid sequence, predict their binding affinity value. This is MHC class II binding data. (1) The peptide sequence is ILDLCYQLSMRIANQ. The MHC is H-2-IAb with pseudo-sequence H-2-IAb. The binding affinity (normalized) is 0.262. (2) The peptide sequence is SVIDCNTCVTQTVDFSLDPT. The MHC is DRB1_1501 with pseudo-sequence DRB1_1501. The binding affinity (normalized) is 0. (3) The peptide sequence is MKVVNRWLFRHLARE. The MHC is DRB1_0801 with pseudo-sequence DRB1_0801. The binding affinity (normalized) is 0.699. (4) The peptide sequence is WEQIFSTWLLKPGAG. The MHC is DRB1_0701 with pseudo-sequence DRB1_0701. The binding affinity (normalized) is 0.639.